The task is: Predict the reactants needed to synthesize the given product.. This data is from Full USPTO retrosynthesis dataset with 1.9M reactions from patents (1976-2016). (1) Given the product [Br:1][C:2]1[CH:7]=[C:6]([CH2:8][C:11]([C:12]2[CH:17]=[CH:16][CH:15]=[C:14]([CH3:18])[N:13]=2)=[O:10])[CH:5]=[CH:4][N:3]=1, predict the reactants needed to synthesize it. The reactants are: [Br:1][C:2]1[CH:7]=[C:6]([CH3:8])[CH:5]=[CH:4][N:3]=1.C[O:10][C:11](=O)[C:12]1[CH:17]=[CH:16][CH:15]=[C:14]([CH3:18])[N:13]=1. (2) Given the product [OH:23][CH2:22][C:20]1[O:21][C:12]2[C:11]([C:38]3[CH:43]=[CH:42][N:41]=[C:40]([NH:44][C:45](=[O:47])[CH3:46])[CH:39]=3)=[CH:16][N:15]([CH3:17])[C:14](=[O:18])[C:13]=2[CH:19]=1, predict the reactants needed to synthesize it. The reactants are: CC1(C)C(C)(C)OBO1.Br[C:11]1[C:12]2[O:21][C:20]([CH2:22][OH:23])=[CH:19][C:13]=2[C:14](=[O:18])[N:15]([CH3:17])[CH:16]=1.C(N(CC)CC)C.C(=O)([O-])[O-].[K+].[K+].Br[C:38]1[CH:43]=[CH:42][N:41]=[C:40]([NH:44][C:45](=[O:47])[CH3:46])[CH:39]=1. (3) The reactants are: [NH2:1][C:2]1[C:7]([N+:8]([O-])=O)=[CH:6][C:5]([C:11]2[CH:16]=[CH:15][C:14]([CH3:17])=[CH:13][CH:12]=2)=[CH:4][N:3]=1.[H][H]. Given the product [NH2:1][C:2]1[C:7]([NH2:8])=[CH:6][C:5]([C:11]2[CH:16]=[CH:15][C:14]([CH3:17])=[CH:13][CH:12]=2)=[CH:4][N:3]=1, predict the reactants needed to synthesize it. (4) The reactants are: [OH:1][N:2]1[C:7]([CH3:9])([CH3:8])[CH2:6][CH:5]([O:10][C:11](=[O:18])[C:12]2[CH:17]=[CH:16][CH:15]=[CH:14][CH:13]=2)[CH2:4][C:3]1([CH3:20])[CH3:19].[C:21]1([CH3:37])[CH:26]=[CH:25][C:24]([N:27]=[C:28]=[N:29][C:30]2[CH:35]=[CH:34][C:33]([CH3:36])=[CH:32][CH:31]=2)=[CH:23][CH:22]=1. Given the product [C:33]1([CH3:36])[CH:34]=[CH:35][C:30]([NH:29][C:28]([O:1][N:2]2[C:7]([CH3:9])([CH3:8])[CH2:6][CH:5]([O:10][C:11](=[O:18])[C:12]3[CH:17]=[CH:16][CH:15]=[CH:14][CH:13]=3)[CH2:4][C:3]2([CH3:20])[CH3:19])=[N:27][C:24]2[CH:23]=[CH:22][C:21]([CH3:37])=[CH:26][CH:25]=2)=[CH:31][CH:32]=1, predict the reactants needed to synthesize it. (5) Given the product [NH:7]1[C:11]2[CH:12]=[CH:13][CH:14]=[CH:15][C:10]=2[N:9]=[C:8]1[NH:16][C:17]([C:19]1[N:20]=[CH:21][NH:22][C:23]=1[C:24]([NH:26][C:27]1[CH:32]=[CH:31][C:30]([O:33][CH:34]2[CH2:39][CH2:38][N:37]([C:2]([O:4][CH2:5][CH3:6])=[O:3])[CH2:36][CH2:35]2)=[CH:29][C:28]=1[CH3:40])=[O:25])=[O:18], predict the reactants needed to synthesize it. The reactants are: Cl[C:2]([O:4][CH2:5][CH3:6])=[O:3].[NH:7]1[C:11]2[CH:12]=[CH:13][CH:14]=[CH:15][C:10]=2[N:9]=[C:8]1[NH:16][C:17]([C:19]1[N:20]=[CH:21][NH:22][C:23]=1[C:24]([NH:26][C:27]1[CH:32]=[CH:31][C:30]([O:33][CH:34]2[CH2:39][CH2:38][NH:37][CH2:36][CH2:35]2)=[CH:29][C:28]=1[CH3:40])=[O:25])=[O:18].C(N(C(C)C)CC)(C)C. (6) Given the product [F:5][C:6]1[CH:14]=[C:13]([OH:15])[CH:12]=[C:11]([F:16])[C:7]=1[C:8]([O:10][CH3:17])=[O:9], predict the reactants needed to synthesize it. The reactants are: O=S(Cl)Cl.[F:5][C:6]1[CH:14]=[C:13]([OH:15])[CH:12]=[C:11]([F:16])[C:7]=1[C:8]([OH:10])=[O:9].[CH3:17]O.